From a dataset of CYP1A2 inhibition data for predicting drug metabolism from PubChem BioAssay. Regression/Classification. Given a drug SMILES string, predict its absorption, distribution, metabolism, or excretion properties. Task type varies by dataset: regression for continuous measurements (e.g., permeability, clearance, half-life) or binary classification for categorical outcomes (e.g., BBB penetration, CYP inhibition). Dataset: cyp1a2_veith. (1) The drug is Cn1c(=O)[nH]c(=O)c2c1nc(CN1CCOCC1)n2Cc1ccccc1. The result is 0 (non-inhibitor). (2) The molecule is O=C(C1CCN(S(=O)(=O)N2CCOCC2)CC1)N1CCN(Cc2ccccc2)CC1. The result is 0 (non-inhibitor). (3) The molecule is CCC(=O)NNC(=O)CCC(=O)Nc1ccccc1. The result is 0 (non-inhibitor). (4) The drug is Cn1cccc1C(=O)N1CCC2(CCCN(c3ccc(-c4ccccc4)cc3)C2)CC1. The result is 1 (inhibitor). (5) The drug is C[C@H](CCC(=O)NN)[C@@H]1CC[C@@H]2[C@H]3CC[C@H]4C[C@@H](O)CC[C@@]4(C)[C@@H]3CC[C@@]12C. The result is 0 (non-inhibitor). (6) The compound is Cc1cccn2c(=O)c(C=NCc3ccco3)c(Nc3ccc(SC(F)F)cc3)nc12. The result is 1 (inhibitor).